From a dataset of Catalyst prediction with 721,799 reactions and 888 catalyst types from USPTO. Predict which catalyst facilitates the given reaction. (1) Reactant: [O:1]=[C:2]1[CH2:6][CH2:5][CH2:4][N:3]1[C:7]([O:9][C:10]([CH3:13])([CH3:12])[CH3:11])=[O:8].[F:14][C:15]1[CH:16]=[C:17]([Mg]Br)[CH:18]=[CH:19][CH:20]=1. Product: [F:14][C:15]1[CH:20]=[C:19]([C:2](=[O:1])[CH2:6][CH2:5][CH2:4][NH:3][C:7](=[O:8])[O:9][C:10]([CH3:13])([CH3:12])[CH3:11])[CH:18]=[CH:17][CH:16]=1. The catalyst class is: 1. (2) Reactant: C(OC([N:8]1[CH2:12][CH2:11][C@H:10]([CH:13]([O:18][C:19]2[C:20]([CH3:26])=[N:21][C:22]([Cl:25])=[CH:23][CH:24]=2)[CH2:14][CH:15]2[CH2:17][CH2:16]2)[CH2:9]1)=O)(C)(C)C.COC1C=CC=CC=1.FC(F)(F)C(O)=O. Product: [Cl:25][C:22]1[N:21]=[C:20]([CH3:26])[C:19]([O:18][CH:13]([C@H:10]2[CH2:11][CH2:12][NH:8][CH2:9]2)[CH2:14][CH:15]2[CH2:16][CH2:17]2)=[CH:24][CH:23]=1. The catalyst class is: 4.